From a dataset of Full USPTO retrosynthesis dataset with 1.9M reactions from patents (1976-2016). Predict the reactants needed to synthesize the given product. The reactants are: [OH:1][C:2]1[CH:3]=[C:4]([CH:7]=[CH:8][CH:9]=1)[CH:5]=O.[CH3:10][NH:11][CH3:12].C(O[BH-](OC(=O)C)OC(=O)C)(=O)C.[Na+].C(O)(=O)C.C([O-])(O)=O.[Na+]. Given the product [CH3:10][N:11]([CH2:5][C:4]1[CH:3]=[C:2]([OH:1])[CH:9]=[CH:8][CH:7]=1)[CH3:12], predict the reactants needed to synthesize it.